From a dataset of Peptide-MHC class I binding affinity with 185,985 pairs from IEDB/IMGT. Regression. Given a peptide amino acid sequence and an MHC pseudo amino acid sequence, predict their binding affinity value. This is MHC class I binding data. The peptide sequence is IINSVSIILA. The MHC is HLA-A02:06 with pseudo-sequence HLA-A02:06. The binding affinity (normalized) is 0.366.